From a dataset of Peptide-MHC class I binding affinity with 185,985 pairs from IEDB/IMGT. Regression. Given a peptide amino acid sequence and an MHC pseudo amino acid sequence, predict their binding affinity value. This is MHC class I binding data. The peptide sequence is YPARVKCAL. The MHC is HLA-A02:03 with pseudo-sequence HLA-A02:03. The binding affinity (normalized) is 0.0847.